From a dataset of Full USPTO retrosynthesis dataset with 1.9M reactions from patents (1976-2016). Predict the reactants needed to synthesize the given product. (1) Given the product [CH3:11][N:10]1[C:3]2[C:2]([O:19][C:16]3[CH:17]=[CH:18][C:13]([NH2:12])=[CH:14][CH:15]=3)=[N:7][CH:6]=[N:5][C:4]=2[CH:8]=[CH:9]1, predict the reactants needed to synthesize it. The reactants are: Cl[C:2]1[C:3]2[N:10]([CH3:11])[CH:9]=[CH:8][C:4]=2[N:5]=[CH:6][N:7]=1.[NH2:12][C:13]1[CH:18]=[CH:17][C:16]([OH:19])=[CH:15][CH:14]=1.C(=O)([O-])[O-].[Cs+].[Cs+].CN1CCCC1=O. (2) Given the product [NH2:15][C@H:16]([C:20]([O:22][CH2:23][C@H:24]([CH2:37][CH2:38][O:39][C:40](=[O:58])[CH2:41][CH2:42][CH2:43][CH2:44][CH2:45][CH2:46][CH2:47][CH2:48][CH2:49][CH2:50][CH2:51][CH2:52][CH2:53][CH2:54][CH2:55][CH2:56][CH3:57])[CH2:25][N:26]1[CH:34]=[N:33][C:32]2[C:31](=[O:35])[NH:30][C:29]([NH2:36])=[N:28][C:27]1=2)=[O:21])[CH:17]([CH3:19])[CH3:18].[F:1][C:2]([F:7])([F:6])[C:3]([O-:5])=[O:4], predict the reactants needed to synthesize it. The reactants are: [F:1][C:2]([F:7])([F:6])[C:3]([OH:5])=[O:4].C([NH:15][C@H:16]([C:20]([O:22][CH2:23][C@H:24]([CH2:37][CH2:38][O:39][C:40](=[O:58])[CH2:41][CH2:42][CH2:43][CH2:44][CH2:45][CH2:46][CH2:47][CH2:48][CH2:49][CH2:50][CH2:51][CH2:52][CH2:53][CH2:54][CH2:55][CH2:56][CH3:57])[CH2:25][N:26]1[CH:34]=[N:33][C:32]2[C:31](=[O:35])[NH:30][C:29]([NH2:36])=[N:28][C:27]1=2)=[O:21])[CH:17]([CH3:19])[CH3:18])(OC(C)(C)C)=O. (3) Given the product [N:1]([C@:10]1([CH2:13][I:23])[O:9][C@@H:8]([N:14]2[CH:19]=[CH:18][C:17](=[O:20])[NH:16][C:15]2=[O:21])[C@:7]([C:5]#[CH:6])([OH:22])[C@@H:11]1[OH:12])=[N+:2]=[N-:3], predict the reactants needed to synthesize it. The reactants are: [N-:1]=[N+:2]=[N-:3].[Na+].[C:5]([C@@:7]1([OH:22])[C@H:11]([OH:12])[C:10](=[CH2:13])[O:9][C@H:8]1[N:14]1[CH:19]=[CH:18][C:17](=[O:20])[NH:16][C:15]1=[O:21])#[CH:6].[I:23]I.